From a dataset of Catalyst prediction with 721,799 reactions and 888 catalyst types from USPTO. Predict which catalyst facilitates the given reaction. (1) Reactant: [NH:1]1[CH2:6][CH2:5][CH:4]([NH:7][C:8](=[O:14])[O:9][C:10]([CH3:13])([CH3:12])[CH3:11])[CH2:3][CH2:2]1.Cl[C:16]1[N:21]=[CH:20][CH:19]=[CH:18][N:17]=1.C([O-])([O-])=O.[K+].[K+]. Product: [N:17]1[CH:18]=[CH:19][CH:20]=[N:21][C:16]=1[N:1]1[CH2:2][CH2:3][CH:4]([NH:7][C:8](=[O:14])[O:9][C:10]([CH3:11])([CH3:13])[CH3:12])[CH2:5][CH2:6]1. The catalyst class is: 12. (2) The catalyst class is: 112. Product: [C:19]([O:18][CH2:16][CH2:15][CH2:14][CH2:38][CH2:37][CH2:36][O:39][C:4]1[CH:5]=[CH:6][C:34]([C:30]([O:13][C:14]2[CH:38]=[CH:37][C:36]([O:39][C:55](=[O:57])[C:54]3[CH:53]=[CH:52][C:51]([O:50][CH2:49][CH2:48][CH2:47][CH2:46][CH2:45][CH2:44][O:28][C:26](=[O:27])[CH:25]=[CH2:24])=[CH:59][CH:58]=3)=[CH:35][C:15]=2[C:16]([O:18][CH2:19][CH2:20][CH2:21][CH2:22][CH2:23][CH2:24][CH2:25][C:26]([O:28][CH2:29][C:30]2[O:31][CH:32]=[CH:33][CH:34]=2)=[O:27])=[O:17])=[O:31])=[CH:33][CH:32]=1)(=[O:60])[CH:20]=[CH2:21]. Reactant: Cl.CN(C)[CH2:4][CH2:5][CH2:6]N=C=NCC.[OH:13][C:14]1[CH:38]=[CH:37][C:36]([OH:39])=[CH:35][C:15]=1[C:16]([O:18][CH2:19][CH2:20][CH2:21][CH2:22][CH2:23][CH2:24][CH2:25][C:26]([O:28][CH2:29][C:30]1[O:31][CH:32]=[CH:33][CH:34]=1)=[O:27])=[O:17].C([CH2:44][CH2:45][CH2:46][CH2:47][CH2:48][CH2:49][O:50][C:51]1[CH:59]=[CH:58][C:54]([C:55]([OH:57])=O)=[CH:53][CH:52]=1)(=O)C=C.[OH2:60]. (3) Reactant: Cl[C:2]1[C:3]([C:23]2[S:27][C:26]([C:28]3([O:32][CH2:33][O:34][CH3:35])[CH2:31][CH2:30][CH2:29]3)=[N:25][CH:24]=2)=[C:4]2[CH:10]=[C:9]([C:11]#[N:12])[N:8](S(C3C=CC(C)=CC=3)(=O)=O)[C:5]2=[N:6][CH:7]=1.C(O)C.[ClH:39].[NH2:40][OH:41].C(N(CC)CC)C. Product: [Cl:39][C:2]1[C:3]([C:23]2[S:27][C:26]([C:28]3([O:32][CH2:33][O:34][CH3:35])[CH2:31][CH2:30][CH2:29]3)=[N:25][CH:24]=2)=[C:4]2[CH:10]=[C:9](/[C:11](=[N:40]/[OH:41])/[NH2:12])[NH:8][C:5]2=[N:6][CH:7]=1. The catalyst class is: 6. (4) Reactant: [C:1]([C:4]1[CH:9]=[CH:8][C:7]([S:10]([NH:13][O:14][Si:15]([C:18]([CH3:21])([CH3:20])[CH3:19])([CH3:17])[CH3:16])(=[O:12])=[O:11])=[CH:6][CH:5]=1)(=[O:3])[CH3:2].[CH3:22][O:23][C:24]1[CH:31]=[C:30]([O:32][CH3:33])[C:29]([C:34]2[N:35]([CH3:43])[C:36]3[C:41]([CH:42]=2)=[CH:40][CH:39]=[CH:38][CH:37]=3)=[CH:28][C:25]=1[CH:26]=O. Product: [CH3:22][O:23][C:24]1[CH:31]=[C:30]([O:32][CH3:33])[C:29]([C:34]2[N:35]([CH3:43])[C:36]3[C:41]([CH:42]=2)=[CH:40][CH:39]=[CH:38][CH:37]=3)=[CH:28][C:25]=1/[CH:26]=[CH:2]/[C:1]([C:4]1[CH:5]=[CH:6][C:7]([S:10]([NH:13][O:14][Si:15]([C:18]([CH3:21])([CH3:20])[CH3:19])([CH3:17])[CH3:16])(=[O:11])=[O:12])=[CH:8][CH:9]=1)=[O:3]. The catalyst class is: 100. (5) Reactant: [OH:1][C:2]1([CH3:25])[C:6]2[N:7]=[CH:8][N:9]=[C:10]([N:11]3[CH2:16][CH2:15][N:14](C(OC(C)(C)C)=O)[CH2:13][CH2:12]3)[C:5]=2[C@H:4]([CH3:24])[CH2:3]1.[ClH:26].O1CCOCC1. Product: [ClH:26].[ClH:26].[CH3:24][C@H:4]1[C:5]2[C:10]([N:11]3[CH2:12][CH2:13][NH:14][CH2:15][CH2:16]3)=[N:9][CH:8]=[N:7][C:6]=2[C:2]([CH3:25])([OH:1])[CH2:3]1. The catalyst class is: 2. (6) Product: [Br:21][C:9]1[C:10]([CH3:20])=[N:11][N:12]([CH2:13][C:14]2[CH:15]=[CH:16][N:17]=[CH:18][CH:19]=2)[C:8]=1[C:5]1[CH:4]=[CH:3][C:2]([F:1])=[CH:7][CH:6]=1. Reactant: [F:1][C:2]1[CH:7]=[CH:6][C:5]([C:8]2[N:12]([CH2:13][C:14]3[CH:19]=[CH:18][N:17]=[CH:16][CH:15]=3)[N:11]=[C:10]([CH3:20])[CH:9]=2)=[CH:4][CH:3]=1.[Br:21]N1C(=O)CCC1=O. The catalyst class is: 10.